From a dataset of Full USPTO retrosynthesis dataset with 1.9M reactions from patents (1976-2016). Predict the reactants needed to synthesize the given product. Given the product [CH2:19]([C:20]1[CH:25]=[CH:24][C:23](/[CH:17]=[CH:16]/[CH2:15][CH:14]([C:9]2[C:10]([CH3:13])=[N:11][O:12][C:8]=2[C:5]2[CH:4]=[CH:3][C:2]([Br:1])=[CH:7][CH:6]=2)[OH:18])=[CH:22][CH:21]=1)[C:26]1[CH:31]=[CH:30][CH:29]=[CH:28][CH:27]=1, predict the reactants needed to synthesize it. The reactants are: [Br:1][C:2]1[CH:7]=[CH:6][C:5]([C:8]2[O:12][N:11]=[C:10]([CH3:13])[C:9]=2[CH:14]([OH:18])[CH2:15][CH:16]=[CH2:17])=[CH:4][CH:3]=1.[CH2:19]([C:26]1[CH:31]=[CH:30][C:29](I)=[CH:28][CH:27]=1)[C:20]1[CH:25]=[CH:24][CH:23]=[CH:22][CH:21]=1.C(=O)([O-])[O-].[Cs+].[Cs+].CCOC(C)=O.